From a dataset of Forward reaction prediction with 1.9M reactions from USPTO patents (1976-2016). Predict the product of the given reaction. (1) Given the reactants [F:1][C:2]1[CH:3]=[C:4]2[C:10](B3OC(C)(C)C(C)(C)O3)=[CH:9][N:8]([S:20]([C:23]3[CH:28]=[CH:27][C:26]([CH3:29])=[CH:25][CH:24]=3)(=[O:22])=[O:21])[C:5]2=[N:6][CH:7]=1.Cl[C:31]1[N:36]=[C:35]([NH:37][CH:38]([C:45]2([CH3:51])[CH2:50][CH2:49][CH2:48][CH2:47][CH2:46]2)[CH2:39][C:40]([O:42][CH2:43][CH3:44])=[O:41])[C:34]([F:52])=[CH:33][N:32]=1.[O-]P([O-])([O-])=O.[K+].[K+].[K+], predict the reaction product. The product is: [F:52][C:34]1[C:35]([NH:37][CH:38]([C:45]2([CH3:51])[CH2:50][CH2:49][CH2:48][CH2:47][CH2:46]2)[CH2:39][C:40]([O:42][CH2:43][CH3:44])=[O:41])=[N:36][C:31]([C:10]2[C:4]3[C:5](=[N:6][CH:7]=[C:2]([F:1])[CH:3]=3)[N:8]([S:20]([C:23]3[CH:28]=[CH:27][C:26]([CH3:29])=[CH:25][CH:24]=3)(=[O:22])=[O:21])[CH:9]=2)=[N:32][CH:33]=1. (2) Given the reactants [F:1][C:2]1[CH:17]=[CH:16][CH:15]=[CH:14][C:3]=1[CH2:4][C:5]1([CH2:11][O:12][CH3:13])[CH2:10][CH2:9][CH2:8][NH:7][CH2:6]1.[N:18]([O-])=O.[Na+], predict the reaction product. The product is: [F:1][C:2]1[CH:17]=[CH:16][CH:15]=[CH:14][C:3]=1[CH2:4][C:5]1([CH2:11][O:12][CH3:13])[CH2:10][CH2:9][CH2:8][N:7]([NH2:18])[CH2:6]1. (3) Given the reactants Br[C:2]1[S:3][C:4]2[CH:10]=[C:9]([F:11])[CH:8]=[CH:7][C:5]=2[N:6]=1.[NH2:12][C:13]1[CH:18]=[CH:17][C:16]([CH2:19][C:20]([O:22][CH3:23])=[O:21])=[CH:15][C:14]=1[Cl:24].C1(C)C=CC(S([O-])(=O)=O)=CC=1.[NH+]1C=CC=CC=1, predict the reaction product. The product is: [Cl:24][C:14]1[CH:15]=[C:16]([CH2:19][C:20]([O:22][CH3:23])=[O:21])[CH:17]=[CH:18][C:13]=1[NH:12][C:2]1[S:3][C:4]2[CH:10]=[C:9]([F:11])[CH:8]=[CH:7][C:5]=2[N:6]=1. (4) Given the reactants [Cl:1][C:2]1[CH:29]=[CH:28][C:5]2[N:6]3[C:10]([CH2:11][N:12]([CH2:15][C:16]4[CH:21]=[CH:20][C:19]([O:22][CH3:23])=[CH:18][C:17]=4[O:24][CH3:25])[C:13](=[O:14])[C:4]=2[CH:3]=1)=[C:9]([C:26]#[N:27])[N:8]=[CH:7]3.Cl.[NH2:31][OH:32].C[O-].[Na+].CO, predict the reaction product. The product is: [Cl:1][C:2]1[CH:29]=[CH:28][C:5]2[N:6]3[C:10]([CH2:11][N:12]([CH2:15][C:16]4[CH:21]=[CH:20][C:19]([O:22][CH3:23])=[CH:18][C:17]=4[O:24][CH3:25])[C:13](=[O:14])[C:4]=2[CH:3]=1)=[C:9]([C:26]([NH:31][OH:32])=[NH:27])[N:8]=[CH:7]3. (5) Given the reactants Br[C:2]1[CH:7]=[CH:6][C:5]([Br:8])=[CH:4][N:3]=1.[C:9]1([SH:15])[CH:14]=[CH:13][CH:12]=[CH:11][CH:10]=1.CC(C)([O-])C.[Na+], predict the reaction product. The product is: [Br:8][C:5]1[CH:6]=[CH:7][C:2]([S:15][C:9]2[CH:14]=[CH:13][CH:12]=[CH:11][CH:10]=2)=[N:3][CH:4]=1.